Task: Predict the reactants needed to synthesize the given product.. Dataset: Full USPTO retrosynthesis dataset with 1.9M reactions from patents (1976-2016) (1) Given the product [Cl:21][C:22]1[N:27]=[C:26]([C:2]#[C:1][C:3]2[CH:8]=[CH:7][CH:6]=[CH:5][C:4]=2[CH2:9][C:10]([O:12][CH3:13])=[O:11])[C:25]([O:29][CH3:30])=[CH:24][N:23]=1, predict the reactants needed to synthesize it. The reactants are: [C:1]([C:3]1[CH:8]=[CH:7][CH:6]=[CH:5][C:4]=1[CH2:9][C:10]([O:12][CH3:13])=[O:11])#[CH:2].CCN(CC)CC.[Cl:21][C:22]1[N:27]=[C:26](Cl)[C:25]([O:29][CH3:30])=[CH:24][N:23]=1.C1C=CC(P(C2C=CC=CC=2)C2C=CC=CC=2)=CC=1. (2) Given the product [CH2:16]([N:18]([CH2:19][CH3:20])[C:2]1[CH:10]=[CH:9][C:8]([S:11]([CH3:14])(=[O:13])=[O:12])=[CH:7][C:3]=1[C:4]([OH:6])=[O:5])[CH3:17], predict the reactants needed to synthesize it. The reactants are: F[C:2]1[CH:10]=[CH:9][C:8]([S:11]([CH3:14])(=[O:13])=[O:12])=[CH:7][C:3]=1[C:4]([OH:6])=[O:5].Cl.[CH2:16]([NH:18][CH2:19][CH3:20])[CH3:17]. (3) The reactants are: CC[N:3](C(C)C)C(C)C.C1C=CC2N(O)N=NC=2C=1.C(Cl)CCl.[C:24]([O:28][C:29]([N:31]1[C@H:36]([CH3:37])[CH2:35][CH2:34][C@@H:33]([C:38]([OH:40])=O)[CH2:32]1)=[O:30])([CH3:27])([CH3:26])[CH3:25].[Cl-].[NH4+]. Given the product [NH2:3][C:38]([CH:33]1[CH2:32][N:31]([C:29]([O:28][C:24]([CH3:27])([CH3:26])[CH3:25])=[O:30])[CH:36]([CH3:37])[CH2:35][CH2:34]1)=[O:40], predict the reactants needed to synthesize it.